This data is from M1 muscarinic receptor antagonist screen with 61,756 compounds. The task is: Binary Classification. Given a drug SMILES string, predict its activity (active/inactive) in a high-throughput screening assay against a specified biological target. (1) The drug is O=c1[nH]c(=O)n(c2nc(N3CCC(CC3)C)n(CCCc3ccccc3)c12)C. The result is 0 (inactive). (2) The compound is OC(=O)C1(CCCC1)c1ccc(OCCCC)cc1. The result is 0 (inactive). (3) The compound is S(c1nn2c(nnc2cc1)c1sccc1)CC(OCC)=O. The result is 0 (inactive). (4) The compound is S(c1n(Cc2occc2)c(nn1)c1occc1)CC(=O)NCc1sccc1. The result is 0 (inactive).